Dataset: Full USPTO retrosynthesis dataset with 1.9M reactions from patents (1976-2016). Task: Predict the reactants needed to synthesize the given product. (1) Given the product [Br:1][C:2]1[CH:3]=[C:4]([C:5]([NH:7][CH3:8])=[O:6])[CH:9]=[C:10]([C:13]2[CH:18]=[CH:17][CH:16]=[CH:15][CH:14]=2)[CH:11]=1, predict the reactants needed to synthesize it. The reactants are: [Br:1][C:2]1[CH:3]=[C:4]([CH:9]=[C:10](I)[CH:11]=1)[C:5]([NH:7][CH3:8])=[O:6].[C:13]1(B(O)O)[CH:18]=[CH:17][CH:16]=[CH:15][CH:14]=1. (2) The reactants are: C(OC(=O)[NH:7][C@H:8]([C:11]1[CH:16]=[CH:15][C:14]([Br:17])=[CH:13][CH:12]=1)[CH2:9][OH:10])(C)(C)C.Cl. Given the product [NH2:7][C@H:8]([C:11]1[CH:16]=[CH:15][C:14]([Br:17])=[CH:13][CH:12]=1)[CH2:9][OH:10], predict the reactants needed to synthesize it.